Dataset: Forward reaction prediction with 1.9M reactions from USPTO patents (1976-2016). Task: Predict the product of the given reaction. Given the reactants [CH3:1][S:2]([C:5]1[N:10]=[CH:9][C:8]([NH2:11])=[CH:7][CH:6]=1)(=[O:4])=[O:3].[N:12]([O-])=O.[Na+].[Sn](Cl)[Cl:17], predict the reaction product. The product is: [ClH:17].[CH3:1][S:2]([C:5]1[N:10]=[CH:9][C:8]([NH:11][NH2:12])=[CH:7][CH:6]=1)(=[O:4])=[O:3].